Dataset: Full USPTO retrosynthesis dataset with 1.9M reactions from patents (1976-2016). Task: Predict the reactants needed to synthesize the given product. (1) Given the product [C:26]1([CH2:25][C@@H:9]2[NH:8][C:14](=[O:15])[C@H:13]([CH2:18][C:19]3[CH:24]=[CH:23][CH:22]=[CH:21][CH:20]=3)[NH:12][C:10]2=[O:11])[CH:31]=[CH:30][CH:29]=[CH:28][CH:27]=1, predict the reactants needed to synthesize it. The reactants are: C(OC([NH:8][C@@H:9]([CH2:25][C:26]1[CH:31]=[CH:30][CH:29]=[CH:28][CH:27]=1)[C:10]([NH:12][C@@H:13]([CH2:18][C:19]1[CH:24]=[CH:23][CH:22]=[CH:21][CH:20]=1)[C:14](OC)=[O:15])=[O:11])=O)(C)(C)C. (2) Given the product [Br:5][C:6]1[N:7]=[CH:8][C:9]([OH:2])=[N:10][C:11]=1[Cl:12], predict the reactants needed to synthesize it. The reactants are: N([O-])=[O:2].[Na+].[Br:5][C:6]1[N:7]=[CH:8][C:9](N)=[N:10][C:11]=1[Cl:12]. (3) Given the product [C:29]([C:28]1[CH:27]=[C:26]([CH:33]=[C:32]([CH3:34])[CH:31]=1)[C:24]([C:23]1[N:18]([CH2:16][CH3:17])[C:19](=[O:39])[N:20]([CH2:2][O:3][C:4](=[O:15])[CH:5]([NH:7][C:8]([O:10][C:11]([CH3:14])([CH3:13])[CH3:12])=[O:9])[CH3:6])[C:21](=[O:38])[C:22]=1[CH:35]([CH3:37])[CH3:36])=[O:25])#[N:30], predict the reactants needed to synthesize it. The reactants are: Cl[CH2:2][O:3][C:4](=[O:15])[CH:5]([NH:7][C:8]([O:10][C:11]([CH3:14])([CH3:13])[CH3:12])=[O:9])[CH3:6].[CH2:16]([N:18]1[C:23]([C:24]([C:26]2[CH:27]=[C:28]([CH:31]=[C:32]([CH3:34])[CH:33]=2)[C:29]#[N:30])=[O:25])=[C:22]([CH:35]([CH3:37])[CH3:36])[C:21](=[O:38])[NH:20][C:19]1=[O:39])[CH3:17].C([O-])([O-])=O.[K+].[K+]. (4) Given the product [NH2:9][C:4]1[C:3]([F:10])=[C:2]([N:22]2[CH2:21][CH2:20][C:19]3([O:15][C:16](=[O:25])[NH:17][CH2:18]3)[CH2:24][CH2:23]2)[C:7]([Cl:8])=[CH:6][N:5]=1, predict the reactants needed to synthesize it. The reactants are: Cl[C:2]1[C:7]([Cl:8])=[CH:6][N:5]=[C:4]([NH2:9])[C:3]=1[F:10].C(O)(=O)C.[O:15]1[C:19]2([CH2:24][CH2:23][NH:22][CH2:21][CH2:20]2)[CH2:18][NH:17][C:16]1=[O:25].C(N(CC)CC)C. (5) Given the product [CH3:15][O:14][C:13]1[C:12]([O:16][CH3:17])=[CH:11][C:10]2=[C:5]3[C:4]=1[CH2:1][CH:2]([OH:27])[N:18]([C:19]1[CH:24]=[CH:23][CH:22]=[C:21]([Br:25])[CH:20]=1)[C:6]3=[N:7][CH:8]=[N:9]2, predict the reactants needed to synthesize it. The reactants are: [CH2:1]([C:4]1[C:13]([O:14][CH3:15])=[C:12]([O:16][CH3:17])[CH:11]=[C:10]2[C:5]=1[C:6]([NH:18][C:19]1[CH:24]=[CH:23][CH:22]=[C:21]([Br:25])[CH:20]=1)=[N:7][CH:8]=[N:9]2)[CH:2]=C.C[OH:27]. (6) Given the product [OH:15][CH2:14][CH2:13][C@@H:9]1[CH2:10][CH2:11][CH2:12][N:8]1[C:6]([O:5][C:2]([CH3:4])([CH3:3])[CH3:1])=[O:7], predict the reactants needed to synthesize it. The reactants are: [CH3:1][C:2]([O:5][C:6]([N:8]1[CH2:12][CH2:11][CH2:10][C@H:9]1[CH2:13][C:14](O)=[O:15])=[O:7])([CH3:4])[CH3:3].B.O1CCCC1.CO.C(O)(=O)C.